Predict the product of the given reaction. From a dataset of Forward reaction prediction with 1.9M reactions from USPTO patents (1976-2016). Given the reactants [C:1]1([CH3:11])[CH:6]=[CH:5][C:4]([CH2:7][C:8]([OH:10])=[O:9])=[CH:3][CH:2]=1.C([Li])CCC.Br[CH2:18][CH2:19][CH2:20][Cl:21].Cl, predict the reaction product. The product is: [Cl:21][CH2:20][CH2:19][CH2:18][CH:7]([C:4]1[CH:3]=[CH:2][C:1]([CH3:11])=[CH:6][CH:5]=1)[C:8]([OH:10])=[O:9].